From a dataset of NCI-60 drug combinations with 297,098 pairs across 59 cell lines. Regression. Given two drug SMILES strings and cell line genomic features, predict the synergy score measuring deviation from expected non-interaction effect. (1) Drug 1: CC1=C(C=C(C=C1)NC(=O)C2=CC=C(C=C2)CN3CCN(CC3)C)NC4=NC=CC(=N4)C5=CN=CC=C5. Drug 2: CC1C(C(CC(O1)OC2CC(CC3=C2C(=C4C(=C3O)C(=O)C5=CC=CC=C5C4=O)O)(C(=O)C)O)N)O. Cell line: OVCAR-5. Synergy scores: CSS=29.9, Synergy_ZIP=0.193, Synergy_Bliss=-2.01, Synergy_Loewe=-18.4, Synergy_HSA=-2.30. (2) Drug 1: C1C(C(OC1N2C=NC3=C(N=C(N=C32)Cl)N)CO)O. Drug 2: CC(C)CN1C=NC2=C1C3=CC=CC=C3N=C2N. Cell line: M14. Synergy scores: CSS=55.1, Synergy_ZIP=-0.848, Synergy_Bliss=-3.63, Synergy_Loewe=-8.68, Synergy_HSA=-5.27. (3) Cell line: HCT116. Drug 2: CC1=C(C(CCC1)(C)C)C=CC(=CC=CC(=CC(=O)O)C)C. Drug 1: C1C(C(OC1N2C=NC3=C(N=C(N=C32)Cl)N)CO)O. Synergy scores: CSS=32.1, Synergy_ZIP=-3.49, Synergy_Bliss=-11.4, Synergy_Loewe=-38.3, Synergy_HSA=-11.2. (4) Drug 1: C1CCC(CC1)NC(=O)N(CCCl)N=O. Drug 2: C1CN(P(=O)(OC1)NCCCl)CCCl. Cell line: EKVX. Synergy scores: CSS=1.47, Synergy_ZIP=-2.56, Synergy_Bliss=-5.22, Synergy_Loewe=-13.4, Synergy_HSA=-6.19. (5) Drug 1: CC(C1=C(C=CC(=C1Cl)F)Cl)OC2=C(N=CC(=C2)C3=CN(N=C3)C4CCNCC4)N. Drug 2: C#CCC(CC1=CN=C2C(=N1)C(=NC(=N2)N)N)C3=CC=C(C=C3)C(=O)NC(CCC(=O)O)C(=O)O. Cell line: SF-295. Synergy scores: CSS=14.8, Synergy_ZIP=-4.18, Synergy_Bliss=-0.803, Synergy_Loewe=0.703, Synergy_HSA=0.665.